This data is from Forward reaction prediction with 1.9M reactions from USPTO patents (1976-2016). The task is: Predict the product of the given reaction. (1) The product is: [Cl:1][C:2]1[CH:7]=[CH:6][C:5](/[CH:8]=[CH:9]/[C:10]([C:12]2[CH:13]=[CH:14][C:15](=[O:18])[N:16]([CH3:22])[CH:17]=2)=[O:11])=[C:4]([CH3:19])[CH:3]=1. Given the reactants [Cl:1][C:2]1[CH:7]=[CH:6][C:5](/[CH:8]=[CH:9]/[C:10]([C:12]2[CH:13]=[CH:14][C:15](=[O:18])[NH:16][CH:17]=2)=[O:11])=[C:4]([CH3:19])[CH:3]=1.IC.[C:22](=O)([O-])[O-].[K+].[K+], predict the reaction product. (2) The product is: [OH:8][C:9]1[CH:10]=[N:11][C:12]([NH:15][C:16](=[O:22])[CH2:17][CH2:18][CH2:19][CH2:20][CH3:21])=[N:13][CH:14]=1. Given the reactants C([O:8][C:9]1[CH:10]=[N:11][C:12]([NH:15][C:16](=[O:22])[CH2:17][CH2:18][CH2:19][CH2:20][CH3:21])=[N:13][CH:14]=1)C1C=CC=CC=1, predict the reaction product.